From a dataset of Catalyst prediction with 721,799 reactions and 888 catalyst types from USPTO. Predict which catalyst facilitates the given reaction. (1) Reactant: [N+]([C:4]1[CH:5]=C(S([O-])(=O)=O)C=[CH:8][CH:9]=1)([O-])=O.[Na+].OS(O)(=O)=O.O=S(=O)=O.[F:24][C:25]1[C:31]([F:32])=[CH:30][CH:29]=[CH:28][C:26]=1[NH2:27].C(=O)/C=C/C.[OH-].[Na+]. Product: [F:32][C:31]1[C:25]([F:24])=[C:26]2[C:28]([CH:5]=[CH:4][C:9]([CH3:8])=[N:27]2)=[CH:29][CH:30]=1. The catalyst class is: 6. (2) Reactant: Cl[CH2:2][CH2:3][C:4]([NH:6][C:7]1[CH:20]=[CH:19][C:18]2[C:17](=[O:21])[C:16]3[C:11](=[CH:12][C:13]([NH:22][C:23](=[O:27])[CH2:24][CH2:25]Cl)=[CH:14][CH:15]=3)[C:10](=[O:28])[C:9]=2[CH:8]=1)=[O:5].[CH2:29]([NH2:31])[CH3:30].[N:32]1C=CC=[CH:34][CH:33]=1. Product: [CH2:29]([NH:31][CH2:2][CH2:3][C:4]([NH:6][C:7]1[CH:20]=[CH:19][C:18]2[C:17](=[O:21])[C:16]3[C:11](=[CH:12][C:13]([NH:22][C:23](=[O:27])[CH2:24][CH2:25][NH:32][CH2:33][CH3:34])=[CH:14][CH:15]=3)[C:10](=[O:28])[C:9]=2[CH:8]=1)=[O:5])[CH3:30]. The catalyst class is: 9. (3) Reactant: [CH3:1][C:2]1[O:3][C:4]([CH3:10])=[CH:5][C:6]=1[C:7](Cl)=[O:8].[BH4-].[Na+].Cl.O. Product: [CH3:1][C:2]1[O:3][C:4]([CH3:10])=[CH:5][C:6]=1[CH2:7][OH:8]. The catalyst class is: 7. (4) Reactant: [N+:1]([C:4]1[CH:13]=[C:12]([C:14]([F:17])([F:16])[F:15])[CH:11]=[CH:10][C:5]=1[C:6]([O:8][CH3:9])=[O:7])([O-])=O.S(S([O-])=O)([O-])=O.[Na+].[Na+].C(O)C. Product: [NH2:1][C:4]1[CH:13]=[C:12]([C:14]([F:15])([F:16])[F:17])[CH:11]=[CH:10][C:5]=1[C:6]([O:8][CH3:9])=[O:7]. The catalyst class is: 6.